Dataset: Reaction yield outcomes from USPTO patents with 853,638 reactions. Task: Predict the reaction yield, written as a fraction of the theoretical maximum amount of product (1.0 means a 100% yield; for example, 0.34 means a 34% yield). (1) The catalyst is CN(C=O)C.O. The yield is 0.480. The product is [F:30][C:31]1[CH:32]=[C:33]([CH:34]=[CH:35][CH:36]=1)[O:37][C:2]1[N:10]([CH2:11][CH2:12][CH:13]([CH3:14])[CH3:15])[C:9]2[C:8](=[O:16])[N:7]([CH2:17][CH2:18][CH2:19][OH:20])[C:6](=[O:28])[N:5]([CH3:29])[C:4]=2[N:3]=1. The reactants are Br[C:2]1[N:10]([CH2:11][CH2:12][CH:13]([CH3:15])[CH3:14])[C:9]2[C:8](=[O:16])[N:7]([CH2:17][CH2:18][CH2:19][O:20][Si](C(C)(C)C)(C)C)[C:6](=[O:28])[N:5]([CH3:29])[C:4]=2[N:3]=1.[F:30][C:31]1[CH:32]=[C:33]([OH:37])[CH:34]=[CH:35][CH:36]=1.C(=O)([O-])[O-].[K+].[K+].Cl. (2) The catalyst is C(Cl)Cl. The product is [NH2:8][C:9]1[CH:14]=[CH:13][C:12]([C:15]([CH3:18])([CH3:17])[CH3:16])=[C:11]([NH:19][C:20]([C:22]2[C:31](=[O:32])[C:30]3[C:25](=[CH:26][CH:27]=[CH:28][CH:29]=3)[NH:24][CH:23]=2)=[O:21])[CH:10]=1. The yield is 0.560. The reactants are C(OC([NH:8][C:9]1[CH:14]=[CH:13][C:12]([C:15]([CH3:18])([CH3:17])[CH3:16])=[C:11]([NH:19][C:20]([C:22]2[C:31](=[O:32])[C:30]3[C:25](=[CH:26][CH:27]=[CH:28][CH:29]=3)[NH:24][CH:23]=2)=[O:21])[CH:10]=1)=O)(C)(C)C.C(O)(C(F)(F)F)=O. (3) The reactants are [F:1][C:2]1[CH:8]=[CH:7][C:5]([NH2:6])=[C:4]([CH3:9])[CH:3]=1.[O:10](C(C)=O)[C:11]([CH3:13])=O. No catalyst specified. The product is [F:1][C:2]1[CH:8]=[CH:7][C:5]([NH:6][C:11](=[O:10])[CH3:13])=[C:4]([CH3:9])[CH:3]=1. The yield is 0.740. (4) The reactants are [NH2:1][C:2]1[S:3][C:4]2[N:5]=[C:6]([NH:11][C:12]3[CH:13]=[C:14]([NH:18][C:19](=[O:31])[C:20]4[CH:25]=[CH:24][CH:23]=[C:22]([C:26]([C:29]#[N:30])([CH3:28])[CH3:27])[CH:21]=4)[CH:15]=[CH:16][CH:17]=3)[N:7]=[CH:8][C:9]=2[N:10]=1.[C:32](Cl)(=[O:34])[CH3:33].C(=O)([O-])O.[Na+]. The catalyst is N1C=CC=CC=1. The product is [C:32]([NH:1][C:2]1[S:3][C:4]2[N:5]=[C:6]([NH:11][C:12]3[CH:13]=[C:14]([NH:18][C:19](=[O:31])[C:20]4[CH:25]=[CH:24][CH:23]=[C:22]([C:26]([C:29]#[N:30])([CH3:27])[CH3:28])[CH:21]=4)[CH:15]=[CH:16][CH:17]=3)[N:7]=[CH:8][C:9]=2[N:10]=1)(=[O:34])[CH3:33]. The yield is 0.820. (5) The product is [Br:1][C:2]1[C:7]([CH3:8])=[N:6][C:5]([C:9]2[N:10]=[CH:13][NH:12][N:11]=2)=[CH:4][CH:3]=1. No catalyst specified. The reactants are [Br:1][C:2]1[CH:3]=[CH:4][C:5]([C:9](=[N:11][NH2:12])[NH2:10])=[N:6][C:7]=1[CH3:8].[CH:13](O)=O. The yield is 0.920.